Task: Regression. Given a peptide amino acid sequence and an MHC pseudo amino acid sequence, predict their binding affinity value. This is MHC class I binding data.. Dataset: Peptide-MHC class I binding affinity with 185,985 pairs from IEDB/IMGT (1) The peptide sequence is STHMENILK. The MHC is HLA-A26:01 with pseudo-sequence HLA-A26:01. The binding affinity (normalized) is 0.0847. (2) The peptide sequence is ALFHKVQSY. The MHC is HLA-B48:01 with pseudo-sequence HLA-B48:01. The binding affinity (normalized) is 0.0847. (3) The peptide sequence is LPHIIDEVM. The MHC is HLA-B51:01 with pseudo-sequence HLA-B51:01. The binding affinity (normalized) is 0.155. (4) The peptide sequence is PTPKKMNIV. The MHC is HLA-A02:02 with pseudo-sequence HLA-A02:02. The binding affinity (normalized) is 0. (5) The peptide sequence is GRHRILDIYL. The MHC is Mamu-B08 with pseudo-sequence Mamu-B08. The binding affinity (normalized) is 0.568.